This data is from Forward reaction prediction with 1.9M reactions from USPTO patents (1976-2016). The task is: Predict the product of the given reaction. (1) Given the reactants [C:1]1([C:11]2[CH:12]=[C:13](Br)[CH:14]=[C:15]([C:17]3[C:26]4[C:21](=[CH:22][CH:23]=[CH:24][CH:25]=4)[CH:20]=[CH:19][CH:18]=3)[CH:16]=2)[C:10]2[C:5](=[CH:6][CH:7]=[CH:8][CH:9]=2)[CH:4]=[CH:3][CH:2]=1.[Mg].Br[CH2:30][CH2:31]Br.I[C:34]1[CH:39]=[CH:38][C:37]([C:40]2[CH:45]=[CH:44][C:43](I)=[CH:42][CH:41]=2)=[CH:36][CH:35]=1, predict the reaction product. The product is: [C:1]1([C:11]2[CH:12]=[C:13]([C:34]3[CH:39]=[CH:38][C:37]([C:40]4[CH:45]=[C:44]([C:4]5[C:5]6[C:10](=[CH:9][CH:8]=[CH:7][CH:6]=6)[CH:1]=[CH:2][CH:3]=5)[C:43]([C:11]5[CH:12]=[CH:13][CH:14]=[CH:15][CH:16]=5)=[C:42]([C:20]5[C:30]6[C:31](=[CH:19][CH:18]=[CH:17][CH:26]=6)[CH:23]=[CH:22][CH:21]=5)[CH:41]=4)=[CH:36][CH:35]=3)[CH:14]=[C:15]([C:17]3[C:26]4[C:21](=[CH:22][CH:23]=[CH:24][CH:25]=4)[CH:20]=[CH:19][CH:18]=3)[CH:16]=2)[C:10]2[C:5](=[CH:6][CH:7]=[CH:8][CH:9]=2)[CH:4]=[CH:3][CH:2]=1. (2) Given the reactants C(O[C:9]([NH:11][C:12]1[S:13][CH:14]=[C:15]([C:24]2[N:28]([CH3:29])[N:27]=[C:26]([C:30]([F:33])([F:32])[F:31])[CH:25]=2)[C:16]=1[C:17]([O:19][C:20]([CH3:23])([CH3:22])[CH3:21])=[O:18])=[O:10])C1C=CC=CC=1.CCN([CH:40]([CH3:42])[CH3:41])C(C)C, predict the reaction product. The product is: [O:19]1[C:17]2[CH:16]=[CH:12][CH:42]=[CH:40][C:41]=2[CH:21]=[C:20]1[C:9]([NH:11][C:12]1[S:13][CH:14]=[C:15]([C:24]2[N:28]([CH3:29])[N:27]=[C:26]([C:30]([F:33])([F:31])[F:32])[CH:25]=2)[C:16]=1[C:17]([O:19][C:20]([CH3:23])([CH3:22])[CH3:21])=[O:18])=[O:10]. (3) Given the reactants C([N:8]1[CH2:12][CH2:11][CH:10]([N:13]2[CH2:17][CH2:16][CH2:15][CH2:14]2)[CH2:9]1)C1C=CC=CC=1, predict the reaction product. The product is: [N:13]1([CH:10]2[CH2:11][CH2:12][NH:8][CH2:9]2)[CH2:17][CH2:16][CH2:15][CH2:14]1. (4) Given the reactants [CH3:1][N:2]1[CH2:7][CH2:6][N:5]([CH2:8][C:9]#[CH:10])[CH2:4][CH2:3]1.[Cl:11][C:12]1[CH:17]=[CH:16][C:15](/[C:18](/[C:35]2[CH:40]=[CH:39][C:38](I)=[CH:37][CH:36]=2)=[CH:19]/[CH2:20][O:21][C:22]2[CH:33]=[CH:32][C:25]([O:26][CH2:27][C:28]([O:30][CH3:31])=[O:29])=[C:24]([CH3:34])[CH:23]=2)=[CH:14][CH:13]=1, predict the reaction product. The product is: [Cl:11][C:12]1[CH:13]=[CH:14][C:15](/[C:18](/[C:35]2[CH:36]=[CH:37][C:38]([C:10]#[C:9][CH2:8][N:5]3[CH2:6][CH2:7][N:2]([CH3:1])[CH2:3][CH2:4]3)=[CH:39][CH:40]=2)=[CH:19]/[CH2:20][O:21][C:22]2[CH:33]=[CH:32][C:25]([O:26][CH2:27][C:28]([O:30][CH3:31])=[O:29])=[C:24]([CH3:34])[CH:23]=2)=[CH:16][CH:17]=1. (5) Given the reactants [C:1]([C:5]1[CH:6]=[C:7]2[C:12](=[C:13]([F:15])[CH:14]=1)[C:11](=[O:16])[N:10]([C:17]1[C:22]3[CH2:23][C:24](=[O:33])[CH2:25][C:26]4[NH:27][C:28](=[O:32])[CH:29]=[CH:30][C:31]=4[C:21]=3[CH:20]=[CH:19][CH:18]=1)[N:9]=[CH:8]2)([CH3:4])([CH3:3])[CH3:2].CO.[BH4-].[Na+].[NH4+].[Cl-], predict the reaction product. The product is: [C:1]([C:5]1[CH:6]=[C:7]2[C:12](=[C:13]([F:15])[CH:14]=1)[C:11](=[O:16])[N:10]([C:17]1[C:22]3[CH2:23][CH:24]([OH:33])[CH2:25][C:26]4[NH:27][C:28](=[O:32])[CH:29]=[CH:30][C:31]=4[C:21]=3[CH:20]=[CH:19][CH:18]=1)[N:9]=[CH:8]2)([CH3:4])([CH3:2])[CH3:3]. (6) The product is: [Cl:69][C:67]1[CH:66]=[CH:65][C:64]([OH:70])=[C:63]([C:58]2[C:57]([C:56]#[C:55][C:52]3[CH:51]=[CH:50][C:49]([NH:48][C:47]([CH:42]4[CH2:43][O:44][CH2:45][CH2:46][NH:41]4)=[O:71])=[CH:54][CH:53]=3)=[CH:61][N:60]([CH3:62])[N:59]=2)[CH:68]=1. Given the reactants ClC1C=CC(O)=C(C2C(C#CC3C=CC(NC([C@H]4CCCCN4)=O)=CC=3)=CN(CCO)N=2)C=1.C(OC([N:41]1[CH2:46][CH2:45][O:44][CH2:43][CH:42]1[C:47](=[O:71])[NH:48][C:49]1[CH:54]=[CH:53][C:52]([C:55]#[C:56][C:57]2[C:58]([C:63]3[CH:68]=[C:67]([Cl:69])[CH:66]=[CH:65][C:64]=3[OH:70])=[N:59][N:60]([CH3:62])[CH:61]=2)=[CH:51][CH:50]=1)=O)(C)(C)C.C(O)(C(F)(F)F)=O, predict the reaction product. (7) Given the reactants [CH2-]C(C)=O.[O:5]1[C:9]2[CH:10]=[CH:11][CH:12]=[CH:13][C:8]=2[N:7]=[C:6]1[NH:14][CH2:15][C@@H:16]1[C@H:20]([OH:21])[C@H:19]([OH:22])[C@H:18]([N:23]2[CH:31]=[N:30][C:29]3[C:24]2=[N:25][CH:26]=[N:27][C:28]=3[CH:32]2[CH2:36][CH2:35][O:34][CH2:33]2)[O:17]1, predict the reaction product. The product is: [O:5]1[C:9]2[CH:10]=[CH:11][CH:12]=[CH:13][C:8]=2[N:7]=[C:6]1[NH:14][CH2:15][C@@H:16]1[C@H:20]([OH:21])[C@H:19]([OH:22])[C@H:18]([N:23]2[CH:31]=[N:30][C:29]3[C:24]2=[N:25][CH:26]=[N:27][C:28]=3[CH:32]2[CH2:36][CH2:35][O:34][CH2:33]2)[O:17]1.